From a dataset of Catalyst prediction with 721,799 reactions and 888 catalyst types from USPTO. Predict which catalyst facilitates the given reaction. (1) Reactant: [CH3:1][CH:2]([C:4]1[CH:9]=[CH:8][C:7]([C:10]2[C:11]([NH2:16])=[N:12][CH:13]=[CH:14][CH:15]=2)=[CH:6][CH:5]=1)[CH3:3].[H-].[Na+].Cl[CH2:20][CH2:21][S:22](Cl)(=[O:24])=[O:23].C(=O)([O-])O.[Na+]. Product: [CH3:3][CH:2]([C:4]1[CH:5]=[CH:6][C:7]([C:10]2[C:11]3=[N:16][S:22](=[O:24])(=[O:23])[CH2:21][CH2:20][N:12]3[CH:13]=[CH:14][CH:15]=2)=[CH:8][CH:9]=1)[CH3:1]. The catalyst class is: 56. (2) Reactant: [C:1]([N:4]1[C:13]2[C:8](=[CH:9][C:10](Br)=[CH:11][CH:12]=2)[CH:7]([NH:15][C:16]2[CH:21]=[CH:20][C:19]([Cl:22])=[CH:18][CH:17]=2)[CH2:6][CH:5]1[CH3:23])(=[O:3])[CH3:2].[CH3:24][C:25]1[N:26]([CH2:43][O:44][CH2:45][CH2:46][Si:47]([CH3:50])([CH3:49])[CH3:48])[C:27]([Sn](CCCC)(CCCC)CCCC)=[CH:28][N:29]=1. Product: [C:1]([N:4]1[C:13]2[C:8](=[CH:9][C:10]([C:27]3[N:26]([CH2:43][O:44][CH2:45][CH2:46][Si:47]([CH3:50])([CH3:49])[CH3:48])[C:25]([CH3:24])=[N:29][CH:28]=3)=[CH:11][CH:12]=2)[CH:7]([NH:15][C:16]2[CH:21]=[CH:20][C:19]([Cl:22])=[CH:18][CH:17]=2)[CH2:6][CH:5]1[CH3:23])(=[O:3])[CH3:2]. The catalyst class is: 128. (3) Reactant: [Cl:1][C:2]1[CH:3]=[C:4]([C:9]2[O:13][N:12]=[C:11]([C:14]3[CH:19]=[CH:18][C:17]([CH2:20][CH2:21][C:22]([O:24][C:25]([CH3:28])([CH3:27])[CH3:26])=[O:23])=[CH:16][C:15]=3[CH3:29])[N:10]=2)[CH:5]=[N:6][C:7]=1Cl.[CH3:30][CH:31]([OH:33])[CH3:32].C[Si]([N-][Si](C)(C)C)(C)C.[Na+]. Product: [Cl:1][C:2]1[CH:3]=[C:4]([C:9]2[O:13][N:12]=[C:11]([C:14]3[CH:19]=[CH:18][C:17]([CH2:20][CH2:21][C:22]([O:24][C:25]([CH3:28])([CH3:27])[CH3:26])=[O:23])=[CH:16][C:15]=3[CH3:29])[N:10]=2)[CH:5]=[N:6][C:7]=1[O:33][CH:31]([CH3:32])[CH3:30]. The catalyst class is: 1.